Dataset: TCR-epitope binding with 47,182 pairs between 192 epitopes and 23,139 TCRs. Task: Binary Classification. Given a T-cell receptor sequence (or CDR3 region) and an epitope sequence, predict whether binding occurs between them. (1) The epitope is RLDKVEAEV. The TCR CDR3 sequence is CASSLRGPEQFF. Result: 0 (the TCR does not bind to the epitope). (2) The epitope is DATYQRTRALVR. The TCR CDR3 sequence is CASSSLASRPYEQYF. Result: 0 (the TCR does not bind to the epitope). (3) The epitope is YLQPRTFLL. The TCR CDR3 sequence is CSARDQYRMNTGELFF. Result: 1 (the TCR binds to the epitope). (4) The epitope is FSKQLQQSM. The TCR CDR3 sequence is CASSSSSQDTQYF. Result: 1 (the TCR binds to the epitope). (5) The epitope is TVYDPLQPELDSFK. The TCR CDR3 sequence is CSARNPGLAGVGETQYF. Result: 0 (the TCR does not bind to the epitope). (6) The epitope is KRWIILGLNK. The TCR CDR3 sequence is CASSPGRLGNEQYF. Result: 1 (the TCR binds to the epitope). (7) The epitope is SFHSLHLLF. The TCR CDR3 sequence is CSVEDLRSGGGDTEAFF. Result: 1 (the TCR binds to the epitope). (8) The epitope is HTTDPSFLGRY. The TCR CDR3 sequence is CASSLGYGNEQFF. Result: 1 (the TCR binds to the epitope). (9) The epitope is KLPDDFTGCV. The TCR CDR3 sequence is CASSPRPTQRPYNEQFF. Result: 1 (the TCR binds to the epitope). (10) The epitope is GLNKIVRMY. The TCR CDR3 sequence is CASSSLTGGSITDTQYF. Result: 0 (the TCR does not bind to the epitope).